From a dataset of Forward reaction prediction with 1.9M reactions from USPTO patents (1976-2016). Predict the product of the given reaction. Given the reactants C(Cl)(=O)C(Cl)=O.[CH2:7]([O:14][C:15]([C:17]1[N:18]([S:31]([C:34]2[CH:39]=[CH:38][C:37]([CH3:40])=[CH:36][CH:35]=2)(=[O:33])=[O:32])[CH:19]=[C:20]([C:22]2[CH:27]=[CH:26][CH:25]=[C:24]([C:28]([OH:30])=O)[CH:23]=2)[CH:21]=1)=[O:16])[C:8]1[CH:13]=[CH:12][CH:11]=[CH:10][CH:9]=1.[F:41][C:42]([F:51])([F:50])[C:43]1[CH:44]=[C:45]([CH:47]=[CH:48][CH:49]=1)N.C(Cl)Cl.C[N:56](C=O)C, predict the reaction product. The product is: [CH2:7]([O:14][C:15]([C:17]1[N:18]([S:31]([C:34]2[CH:39]=[CH:38][C:37]([CH3:40])=[CH:36][CH:35]=2)(=[O:33])=[O:32])[CH:19]=[C:20]([C:22]2[CH:27]=[CH:26][CH:25]=[C:24]([C:28](=[O:30])[NH:56][C:47]3[CH:45]=[CH:44][C:43]([C:42]([F:51])([F:50])[F:41])=[CH:49][CH:48]=3)[CH:23]=2)[CH:21]=1)=[O:16])[C:8]1[CH:9]=[CH:10][CH:11]=[CH:12][CH:13]=1.